From a dataset of Human liver microsome stability data. Regression/Classification. Given a drug SMILES string, predict its absorption, distribution, metabolism, or excretion properties. Task type varies by dataset: regression for continuous measurements (e.g., permeability, clearance, half-life) or binary classification for categorical outcomes (e.g., BBB penetration, CYP inhibition). Dataset: hlm. (1) The compound is Cc1cc(=O)oc2c3c(c(O)cc12)OC(C)(C)[C@H](OC(=O)C12CCC(C)(C(=O)O1)C2(C)C)[C@@H]3OC(=O)C12CCC(C)(C(=O)O1)C2(C)C. The result is 1 (stable in human liver microsomes). (2) The molecule is CS(=O)(=O)c1ccc(-n2cc(Cl)c(OC3CCN(c4ncc(Cl)cn4)CC3)cc2=O)c(F)c1. The result is 0 (unstable in human liver microsomes). (3) The molecule is CCNC(=O)N1CCC(Nc2ncc3ccc(=O)n(C(C)C)c3n2)CC1. The result is 0 (unstable in human liver microsomes). (4) The molecule is CCC(Oc1ccc2c(c1)S(=O)(=O)NC(c1c(O)c(-c3cccs3)nn(CCC(C)C)c1=O)=N2)C(N)=O. The result is 1 (stable in human liver microsomes).